This data is from NCI-60 drug combinations with 297,098 pairs across 59 cell lines. The task is: Regression. Given two drug SMILES strings and cell line genomic features, predict the synergy score measuring deviation from expected non-interaction effect. (1) Drug 1: C1CC(C1)(C(=O)O)C(=O)O.[NH2-].[NH2-].[Pt+2]. Drug 2: CN1C2=C(C=C(C=C2)N(CCCl)CCCl)N=C1CCCC(=O)O.Cl. Cell line: SF-295. Synergy scores: CSS=3.89, Synergy_ZIP=-3.30, Synergy_Bliss=-0.545, Synergy_Loewe=-8.40, Synergy_HSA=-1.79. (2) Drug 1: C1CC(=O)NC(=O)C1N2C(=O)C3=CC=CC=C3C2=O. Drug 2: CC1=C(C(=O)C2=C(C1=O)N3CC4C(C3(C2COC(=O)N)OC)N4)N. Cell line: A549. Synergy scores: CSS=53.5, Synergy_ZIP=49.7, Synergy_Bliss=44.5, Synergy_Loewe=44.6, Synergy_HSA=42.6. (3) Drug 1: C1CC(=O)NC(=O)C1N2CC3=C(C2=O)C=CC=C3N. Drug 2: CCCCCOC(=O)NC1=NC(=O)N(C=C1F)C2C(C(C(O2)C)O)O. Cell line: RXF 393. Synergy scores: CSS=2.01, Synergy_ZIP=-2.23, Synergy_Bliss=-4.93, Synergy_Loewe=-3.29, Synergy_HSA=-3.25.